From a dataset of Forward reaction prediction with 1.9M reactions from USPTO patents (1976-2016). Predict the product of the given reaction. (1) Given the reactants Br[C:2]1[CH:7]=[CH:6][C:5]([CH2:8][CH2:9][OH:10])=[CH:4][CH:3]=1.N1C=CN=[CH:12]1.[Si:16](Cl)([C:19]([CH3:22])([CH3:21])[CH3:20])([CH3:18])[CH3:17].Cl, predict the reaction product. The product is: [C:19]([Si:16]([CH3:18])([CH3:17])[O:10][CH2:9][CH2:8][C:5]1[CH:6]=[CH:7][C:2]([CH3:12])=[CH:3][CH:4]=1)([CH3:22])([CH3:21])[CH3:20]. (2) Given the reactants [Br:1][C:2]1[CH:15]=[CH:14][C:5]([C:6]([C:8]2[CH:13]=[CH:12][CH:11]=[CH:10][CH:9]=2)=O)=[CH:4][CH:3]=1, predict the reaction product. The product is: [Br:1][C:2]1[CH:15]=[CH:14][C:5]([C:6]([C:8]2[CH:13]=[CH:12][CH:11]=[CH:10][CH:9]=2)=[C:6]([C:5]2[CH:4]=[CH:3][C:2]([Br:1])=[CH:15][CH:14]=2)[C:8]2[CH:9]=[CH:10][CH:11]=[CH:12][CH:13]=2)=[CH:4][CH:3]=1. (3) Given the reactants [CH2:1]([O:8][C:9]1[CH:10]=[CH:11][C:12]([Br:23])=[C:13]([NH:15][C:16]([CH:18]2[CH2:22][CH2:21][CH2:20][CH2:19]2)=[O:17])[CH:14]=1)[C:2]1[CH:7]=[CH:6][CH:5]=[CH:4][CH:3]=1.[CH3:24][O:25][C:26]1[CH:33]=[CH:32][C:29]([CH2:30]Cl)=[CH:28][CH:27]=1.C(=O)([O-])[O-].[K+].[K+], predict the reaction product. The product is: [CH3:24][O:25][C:26]1[CH:33]=[CH:32][C:29]([CH2:30][N:15]([C:13]2[CH:14]=[C:9]([O:8][CH2:1][C:2]3[CH:3]=[CH:4][CH:5]=[CH:6][CH:7]=3)[CH:10]=[CH:11][C:12]=2[Br:23])[C:16]([CH:18]2[CH2:19][CH2:20][CH2:21][CH2:22]2)=[O:17])=[CH:28][CH:27]=1. (4) Given the reactants [CH2:1]([O:3][C:4](=[O:13])[CH:5](Br)[C:6]1[CH:7]=[N:8][CH:9]=[CH:10][CH:11]=1)[CH3:2].[CH3:14][N:15]1[CH2:20][CH2:19][NH:18][CH2:17][CH2:16]1.CCN(CC)CC, predict the reaction product. The product is: [CH2:1]([O:3][C:4](=[O:13])[CH:5]([N:18]1[CH2:19][CH2:20][N:15]([CH3:14])[CH2:16][CH2:17]1)[C:6]1[CH:7]=[N:8][CH:9]=[CH:10][CH:11]=1)[CH3:2]. (5) Given the reactants I([O-])(=O)(=O)=O.[Na+].[OH:7][CH:8](CO)[CH2:9][NH:10][C:11](=[O:17])[O:12][C:13]([CH3:16])([CH3:15])[CH3:14].ClCCl, predict the reaction product. The product is: [O:7]=[CH:8][CH2:9][NH:10][C:11](=[O:17])[O:12][C:13]([CH3:15])([CH3:14])[CH3:16]. (6) The product is: [Br:17][C:13]1[CH:12]=[C:11]([NH:10][C:9]2[C:4]3[CH:3]=[C:2]([NH:1][C:27](=[O:31])[C:28]([CH3:30])=[CH2:29])[N:19]=[CH:18][C:5]=3[N:6]=[CH:7][N:8]=2)[CH:16]=[CH:15][CH:14]=1. Given the reactants [NH2:1][C:2]1[N:19]=[CH:18][C:5]2[N:6]=[CH:7][N:8]=[C:9]([NH:10][C:11]3[CH:16]=[CH:15][CH:14]=[C:13]([Br:17])[CH:12]=3)[C:4]=2[CH:3]=1.CCN(CC)CC.[C:27](Cl)(=[O:31])[C:28]([CH3:30])=[CH2:29].CCOC(C)=O.C(Cl)Cl, predict the reaction product. (7) Given the reactants [Na].[CH2:2]([NH:9][C:10]1[CH:15]=[C:14](Cl)[CH:13]=[CH:12][C:11]=1[N+:17]([O-:19])=[O:18])[C:3]1[CH:8]=[CH:7][CH:6]=[CH:5][CH:4]=1.[CH3:20][OH:21], predict the reaction product. The product is: [CH2:2]([NH:9][C:10]1[CH:15]=[C:14]([O:21][CH3:20])[CH:13]=[CH:12][C:11]=1[N+:17]([O-:19])=[O:18])[C:3]1[CH:8]=[CH:7][CH:6]=[CH:5][CH:4]=1. (8) Given the reactants [CH2:1]([OH:10])[CH2:2][CH:3]=[CH:4][CH2:5][CH2:6][CH2:7][CH2:8][CH3:9].CC(OI1(OC(C)=O)(OC(C)=O)OC(=O)C2C=CC=CC1=2)=O, predict the reaction product. The product is: [CH:1](=[O:10])[CH2:2]/[CH:3]=[CH:4]\[CH2:5][CH2:6][CH2:7][CH2:8][CH3:9].